Dataset: NCI-60 drug combinations with 297,098 pairs across 59 cell lines. Task: Regression. Given two drug SMILES strings and cell line genomic features, predict the synergy score measuring deviation from expected non-interaction effect. (1) Drug 1: CC1C(C(=O)NC(C(=O)N2CCCC2C(=O)N(CC(=O)N(C(C(=O)O1)C(C)C)C)C)C(C)C)NC(=O)C3=C4C(=C(C=C3)C)OC5=C(C(=O)C(=C(C5=N4)C(=O)NC6C(OC(=O)C(N(C(=O)CN(C(=O)C7CCCN7C(=O)C(NC6=O)C(C)C)C)C)C(C)C)C)N)C. Drug 2: C1=CN(C=N1)CC(O)(P(=O)(O)O)P(=O)(O)O. Cell line: HCT-15. Synergy scores: CSS=-0.941, Synergy_ZIP=5.26, Synergy_Bliss=-1.43, Synergy_Loewe=-0.688, Synergy_HSA=-1.79. (2) Drug 1: C1=C(C(=O)NC(=O)N1)N(CCCl)CCCl. Drug 2: CC1=C(C=C(C=C1)C(=O)NC2=CC(=CC(=C2)C(F)(F)F)N3C=C(N=C3)C)NC4=NC=CC(=N4)C5=CN=CC=C5. Cell line: MCF7. Synergy scores: CSS=28.8, Synergy_ZIP=6.25, Synergy_Bliss=6.62, Synergy_Loewe=5.14, Synergy_HSA=6.13. (3) Drug 1: CS(=O)(=O)CCNCC1=CC=C(O1)C2=CC3=C(C=C2)N=CN=C3NC4=CC(=C(C=C4)OCC5=CC(=CC=C5)F)Cl. Drug 2: C1C(C(OC1N2C=NC(=NC2=O)N)CO)O. Cell line: MDA-MB-231. Synergy scores: CSS=4.54, Synergy_ZIP=-0.787, Synergy_Bliss=2.10, Synergy_Loewe=-5.48, Synergy_HSA=-0.341. (4) Drug 1: C1C(C(OC1N2C=C(C(=O)NC2=O)F)CO)O. Drug 2: C1C(C(OC1N2C=NC3=C(N=C(N=C32)Cl)N)CO)O. Cell line: SK-MEL-5. Synergy scores: CSS=41.1, Synergy_ZIP=-6.89, Synergy_Bliss=4.06, Synergy_Loewe=3.97, Synergy_HSA=6.70. (5) Drug 1: CNC(=O)C1=CC=CC=C1SC2=CC3=C(C=C2)C(=NN3)C=CC4=CC=CC=N4. Drug 2: C1C(C(OC1N2C=NC3=C(N=C(N=C32)Cl)N)CO)O. Cell line: M14. Synergy scores: CSS=2.94, Synergy_ZIP=0.261, Synergy_Bliss=0.0302, Synergy_Loewe=-15.0, Synergy_HSA=-4.43. (6) Cell line: NCI-H226. Synergy scores: CSS=8.59, Synergy_ZIP=-0.928, Synergy_Bliss=2.38, Synergy_Loewe=5.36, Synergy_HSA=5.80. Drug 2: CC12CCC3C(C1CCC2O)C(CC4=C3C=CC(=C4)O)CCCCCCCCCS(=O)CCCC(C(F)(F)F)(F)F. Drug 1: C1=CC(=CC=C1CCC2=CNC3=C2C(=O)NC(=N3)N)C(=O)NC(CCC(=O)O)C(=O)O.